This data is from Forward reaction prediction with 1.9M reactions from USPTO patents (1976-2016). The task is: Predict the product of the given reaction. (1) Given the reactants [CH3:1][C:2]1[CH:27]=[CH:26][CH:25]=[C:24]([CH3:28])[C:3]=1[CH2:4][NH:5][C:6]1[C:14]2[N:13]=[C:12]([CH2:15][O:16][CH3:17])[N:11]([CH3:18])[C:10]=2[CH:9]=[C:8]([C:19]([O:21]CC)=[O:20])[CH:7]=1.[OH-].[Na+].O.Cl, predict the reaction product. The product is: [CH3:28][C:24]1[CH:25]=[CH:26][CH:27]=[C:2]([CH3:1])[C:3]=1[CH2:4][NH:5][C:6]1[C:14]2[N:13]=[C:12]([CH2:15][O:16][CH3:17])[N:11]([CH3:18])[C:10]=2[CH:9]=[C:8]([C:19]([OH:21])=[O:20])[CH:7]=1. (2) Given the reactants CN(C(ON1N=NC2C=CC=NC1=2)=[N+](C)C)C.F[P-](F)(F)(F)(F)F.[Cl:25][C:26]1[CH:31]=[CH:30][C:29]([N:32]2[CH2:37][CH2:36][NH:35][C@@H:34]([CH3:38])[CH2:33]2)=[CH:28][CH:27]=1.[Cl:39][C:40]1[C:41]([C:50]([F:53])([F:52])[F:51])=[N:42][N:43]([CH2:46][C:47](O)=[O:48])[C:44]=1[CH3:45], predict the reaction product. The product is: [Cl:39][C:40]1[C:41]([C:50]([F:52])([F:51])[F:53])=[N:42][N:43]([CH2:46][C:47]([N:35]2[CH2:36][CH2:37][N:32]([C:29]3[CH:28]=[CH:27][C:26]([Cl:25])=[CH:31][CH:30]=3)[CH2:33][C@@H:34]2[CH3:38])=[O:48])[C:44]=1[CH3:45]. (3) Given the reactants [C:1]([O:5][C:6]([N:8](C(OC(C)(C)C)=O)[C@@H:9]([C:23]([OH:25])=O)[CH2:10][CH2:11][C@@H:12]([C:15]1[CH:20]=[CH:19][CH:18]=[C:17]([F:21])[C:16]=1[F:22])[CH2:13][NH2:14])=[O:7])([CH3:4])([CH3:3])[CH3:2].C(Cl)CCl.C1C=NC2N(O)N=NC=2C=1.C(N(CC)CC)C.C([O-])(O)=O.[Na+], predict the reaction product. The product is: [F:22][C:16]1[C:17]([F:21])=[CH:18][CH:19]=[CH:20][C:15]=1[C@H:12]1[CH2:13][NH:14][C:23](=[O:25])[C@H:9]([NH:8][C:6](=[O:7])[O:5][C:1]([CH3:4])([CH3:3])[CH3:2])[CH2:10][CH2:11]1. (4) Given the reactants [CH3:1][C:2]1[NH:3][C:4]2[C:9]([CH:10]=1)=[C:8]([C:11]([F:14])([F:13])[F:12])[C:7]([C:15]#[N:16])=[CH:6][CH:5]=2.[Br:17][C:18]1[CH:22]=[C:21]([CH2:23]Cl)[O:20][N:19]=1, predict the reaction product. The product is: [Br:17][C:18]1[CH:22]=[C:21]([CH2:23][N:3]2[C:4]3[C:9](=[C:8]([C:11]([F:12])([F:14])[F:13])[C:7]([C:15]#[N:16])=[CH:6][CH:5]=3)[CH:10]=[C:2]2[CH3:1])[O:20][N:19]=1. (5) Given the reactants [Cl:1][C:2]1[C:3]([N:8]2[C:12]([C:13](Cl)=[O:14])=[CH:11][C:10]([C:16]([F:19])([F:18])[F:17])=[N:9]2)=[N:4][CH:5]=[CH:6][CH:7]=1.[C:20](=O)([O-])[O-].[K+].[K+].[NH2:26][C:27]1[C:40]([Cl:41])=[CH:39][C:38]([Cl:42])=[CH:37][C:28]=1[C:29]([N:31]=[S:32]([CH2:35][CH3:36])[CH2:33][CH3:34])=[O:30], predict the reaction product. The product is: [CH:27]([O:14][CH:13]([CH3:12])[CH3:20])([CH3:40])[CH3:28].[Cl:42][C:38]1[CH:39]=[C:40]([Cl:41])[C:27]([NH:26][C:13]([C:12]2[N:8]([C:3]3[C:2]([Cl:1])=[CH:7][CH:6]=[CH:5][N:4]=3)[N:9]=[C:10]([C:16]([F:19])([F:18])[F:17])[CH:11]=2)=[O:14])=[C:28]([C:29](=[O:30])[N:31]=[S:32]([CH2:35][CH3:36])[CH2:33][CH3:34])[CH:37]=1. (6) Given the reactants ClC1C=CC(C2C3C=C(OCC(=O)NC4C=CC=CC=4)C=CC=3N3C(C)=NN=C3[C@H](CC(NCC)=O)N=2)=CC=1.[Cl:40][C:41]1[CH:46]=[CH:45][C:44]([C:47]2[C:53]3[CH:54]=[C:55]([O:58][CH2:59][CH2:60][CH2:61][CH2:62][C:63]([OH:65])=O)[CH:56]=[CH:57][C:52]=3[N:51]3[C:66]([CH3:69])=[N:67][N:68]=[C:50]3[C@H:49]([CH2:70][C:71]([NH:73][CH2:74][CH3:75])=[O:72])[N:48]=2)=[CH:43][CH:42]=1.[NH2:76][C:77]1[CH:78]=[C:79]([B:83]([OH:85])[OH:84])[CH:80]=[CH:81][CH:82]=1, predict the reaction product. The product is: [Cl:40][C:41]1[CH:42]=[CH:43][C:44]([C:47]2[C:53]3[CH:54]=[C:55]([O:58][CH2:59][CH2:60][CH2:61][CH2:62][C:63]([NH:76][C:77]4[CH:78]=[C:79]([B:83]([OH:85])[OH:84])[CH:80]=[CH:81][CH:82]=4)=[O:65])[CH:56]=[CH:57][C:52]=3[N:51]3[C:66]([CH3:69])=[N:67][N:68]=[C:50]3[C@H:49]([CH2:70][C:71]([NH:73][CH2:74][CH3:75])=[O:72])[N:48]=2)=[CH:45][CH:46]=1. (7) Given the reactants [CH2:1]([O:3][C:4](=[O:27])[C:5]1[CH:10]=[C:9]([C:11]([F:14])([F:13])[F:12])[CH:8]=[C:7]([S:15][C:16]2[C:24]3[C:19](=[CH:20][C:21]([Cl:25])=[CH:22][CH:23]=3)[NH:18][C:17]=2[CH3:26])[CH:6]=1)[CH3:2].Br[C:29]1[CH:30]=[N:31][N:32]([CH3:34])[CH:33]=1, predict the reaction product. The product is: [CH2:1]([O:3][C:4](=[O:27])[C:5]1[CH:10]=[C:9]([C:11]([F:13])([F:14])[F:12])[CH:8]=[C:7]([S:15][C:16]2[C:24]3[C:19](=[CH:20][C:21]([Cl:25])=[CH:22][CH:23]=3)[N:18]([C:29]3[CH:30]=[N:31][N:32]([CH3:34])[CH:33]=3)[C:17]=2[CH3:26])[CH:6]=1)[CH3:2]. (8) Given the reactants [Cl:1][C:2]1[CH:3]=[C:4]([C:29]2[CH:34]=[CH:33][CH:32]=[CH:31][C:30]=2[CH2:35][CH2:36][NH:37][C:38](=[O:41])[CH2:39][CH3:40])[CH:5]=[CH:6][C:7]=1[C@H:8]1[C@H:13]([C:14]2[CH:19]=[CH:18][N:17]([CH3:20])[C:16](=[O:21])[CH:15]=2)[CH2:12][CH2:11][N:10](C(OC(C)(C)C)=O)[CH2:9]1.Cl.O1CCOCC1, predict the reaction product. The product is: [Cl:1][C:2]1[CH:3]=[C:4]([C:29]2[CH:34]=[CH:33][CH:32]=[CH:31][C:30]=2[CH2:35][CH2:36][NH:37][C:38](=[O:41])[CH2:39][CH3:40])[CH:5]=[CH:6][C:7]=1[C@H:8]1[C@H:13]([C:14]2[CH:19]=[CH:18][N:17]([CH3:20])[C:16](=[O:21])[CH:15]=2)[CH2:12][CH2:11][NH:10][CH2:9]1. (9) The product is: [C:1]([O:5][C:6]([NH:8][C@@H:9]([CH3:13])[C:10]([NH:33][C@@:34]1([C:47]([O:49][CH2:50][CH3:51])=[O:48])[CH2:41][C:38]2([CH2:40][CH2:39]2)[C@@H:37]2[C@H:35]1[C@H:36]2[C:42]([O:44][CH2:45][CH3:46])=[O:43])=[O:12])=[O:7])([CH3:2])([CH3:3])[CH3:4]. Given the reactants [C:1]([O:5][C:6]([NH:8][C@@H:9]([CH3:13])[C:10]([OH:12])=O)=[O:7])([CH3:4])([CH3:3])[CH3:2].CN1CCOCC1.ClC1N=C(OC)N=C(OC)N=1.Cl.[NH2:33][C@@:34]1([C:47]([O:49][CH2:50][CH3:51])=[O:48])[CH2:41][C:38]2([CH2:40][CH2:39]2)[C@@H:37]2[C@H:35]1[C@H:36]2[C:42]([O:44][CH2:45][CH3:46])=[O:43], predict the reaction product. (10) Given the reactants Cl[C:2]1[C:7]([C:8]#[N:9])=[C:6]([C:10]2[CH:15]=[CH:14][CH:13]=[C:12]([O:16][CH3:17])[C:11]=2[F:18])[N:5]=[C:4]([S:19][CH3:20])[N:3]=1.[SH:21][CH2:22][C:23]([NH2:25])=[O:24].C(=O)([O-])[O-].[Na+].[Na+], predict the reaction product. The product is: [C:8]([C:7]1[C:2]([S:21][CH2:22][C:23]([NH2:25])=[O:24])=[N:3][C:4]([S:19][CH3:20])=[N:5][C:6]=1[C:10]1[CH:15]=[CH:14][CH:13]=[C:12]([O:16][CH3:17])[C:11]=1[F:18])#[N:9].